Dataset: Reaction yield outcomes from USPTO patents with 853,638 reactions. Task: Predict the reaction yield, written as a fraction of the theoretical maximum amount of product (1.0 means a 100% yield; for example, 0.34 means a 34% yield). (1) The reactants are Br[C:2]1[CH:7]=[CH:6][C:5]([N:8]2[CH:12]=[CH:11][NH:10][C:9]2=[O:13])=[CH:4][CH:3]=1.[B:14]1([B:14]2[O:18][C:17]([CH3:20])([CH3:19])[C:16]([CH3:22])([CH3:21])[O:15]2)[O:18][C:17]([CH3:20])([CH3:19])[C:16]([CH3:22])([CH3:21])[O:15]1.C([O-])(=O)C.[K+]. The catalyst is O1CCOCC1.C(OCC)(=O)C.C1C=CC(P(C2C=CC=CC=2)[C-]2C=CC=C2)=CC=1.C1C=CC(P(C2C=CC=CC=2)[C-]2C=CC=C2)=CC=1.Cl[Pd]Cl.[Fe+2].ClCCl. The product is [CH3:21][C:16]1([CH3:22])[C:17]([CH3:20])([CH3:19])[O:18][B:14]([C:2]2[CH:7]=[CH:6][C:5]([N:8]3[CH:12]=[CH:11][NH:10][C:9]3=[O:13])=[CH:4][CH:3]=2)[O:15]1. The yield is 0.600. (2) The reactants are O=[CH:2][CH2:3][CH2:4][CH2:5][CH2:6][O:7][CH2:8][C:9]([O:11][C:12]([CH3:15])([CH3:14])[CH3:13])=[O:10].[NH2:16][C:17]1[CH:26]=[CH:25][C:20]([C:21]([O:23][CH3:24])=[O:22])=[CH:19][CH:18]=1.C(O[BH-](OC(=O)C)OC(=O)C)(=O)C.[Na+].[OH-].[Na+]. The catalyst is ClC(Cl)C.C(O)(=O)C. The product is [C:12]([O:11][C:9](=[O:10])[CH2:8][O:7][CH2:6][CH2:5][CH2:4][CH2:3][CH2:2][NH:16][C:17]1[CH:18]=[CH:19][C:20]([C:21]([O:23][CH3:24])=[O:22])=[CH:25][CH:26]=1)([CH3:15])([CH3:14])[CH3:13]. The yield is 0.620. (3) The reactants are [Br:1][C:2]1[CH:3]=[C:4]([NH2:9])[C:5]([Cl:8])=[N:6][CH:7]=1.[Li][CH2:11]CCC.CCCCCC.CI.C([O-])(O)=O.[Na+]. The catalyst is C1COCC1. The product is [Br:1][C:2]1[CH:3]=[C:4]([NH:9][CH3:11])[C:5]([Cl:8])=[N:6][CH:7]=1. The yield is 0.170. (4) The reactants are [N:12]1[C:13]2[C:8](=CC=[C:8]3[C:13]=2[N:12]=[CH:11][CH:10]=[CH:9]3)[CH:9]=[CH:10][CH:11]=1.C([O-])([O-])=O.[Cs+].[Cs+].IC1C=NC=CC=1.[CH:28]([OH:31])([CH3:30])[CH3:29]. The catalyst is [Cu]I. The product is [CH:28]([O:31][C:8]1[CH:13]=[N:12][CH:11]=[CH:10][CH:9]=1)([CH3:30])[CH3:29]. The yield is 0.920. (5) The reactants are [F:1][C:2]1[CH:3]=[CH:4][C:5]2=[C:6]([CH:35]=1)[O:7][CH2:8][C:9]1[CH:19]=[C:18]([CH2:20][N:21]3[C:25]4[CH:26]=[CH:27][CH:28]=[C:29](SC)[C:24]=4[N:23]=[C:22]3[CH2:32][O:33][CH3:34])[CH:17]=[CH:16][C:10]=1/[C:11]/2=[C:12](/[CH3:15])\[C:13]#[N:14].Cl[C:37]1C=CC=C(C(OO)=O)C=1.[S:47]([O-:51])([O-])(=[O:49])=S.[Na+].[Na+]. The catalyst is C(Cl)Cl. The product is [F:1][C:2]1[CH:3]=[CH:4][C:5]2=[C:6]([CH:35]=1)[O:7][CH2:8][C:9]1[CH:19]=[C:18]([CH2:20][N:21]3[C:25]4[CH:26]=[CH:27][CH:28]=[C:29]([S:47]([CH3:37])(=[O:51])=[O:49])[C:24]=4[N:23]=[C:22]3[CH2:32][O:33][CH3:34])[CH:17]=[CH:16][C:10]=1/[C:11]/2=[C:12](/[CH3:15])\[C:13]#[N:14]. The yield is 0.620. (6) The reactants are [F:1][C:2]1[CH:3]=[C:4]2[C:8](=[CH:9][CH:10]=1)[NH:7][C:6](=[O:11])[CH2:5]2.[Li+].C[Si]([N-][Si](C)(C)C)(C)C.[Br:22][C:23]1[C:27]([CH3:29])([CH3:28])[O:26][C:25](=O)[CH:24]=1.Cl. The catalyst is C1COCC1.O. The product is [Br:22][C:23]1[C:27]([CH3:29])([CH3:28])[O:26]/[C:25](=[C:5]2/[C:6](=[O:11])[NH:7][C:8]3[C:4]/2=[CH:3][C:2]([F:1])=[CH:10][CH:9]=3)/[CH:24]=1. The yield is 0.800. (7) The reactants are [N:1]([CH2:4][C@@H:5]1[CH2:10][NH:9][C:8]2[CH:11]=[CH:12][CH:13]=[C:14](Br)[C:7]=2[O:6]1)=[N+:2]=[N-:3].[CH3:16][O:17][C:18]1[CH:23]=[CH:22][C:21](B(O)O)=[CH:20][CH:19]=1. No catalyst specified. The product is [N:1]([CH2:4][C@@H:5]1[CH2:10][NH:9][C:8]2[CH:11]=[CH:12][CH:13]=[C:14]([C:21]3[CH:22]=[CH:23][C:18]([O:17][CH3:16])=[CH:19][CH:20]=3)[C:7]=2[O:6]1)=[N+:2]=[N-:3]. The yield is 0.480. (8) The reactants are [CH3:1][CH:2]1[N:8]([CH3:9])[CH2:7][C:6]2[CH:10]=[CH:11][C:12]([N:14]3[CH2:19][CH2:18][N:17](C(OC(C)(C)C)=O)[CH2:16][CH2:15]3)=[N:13][C:5]=2[O:4][CH2:3]1.[ClH:27].C(OCC)(=O)C. No catalyst specified. The product is [ClH:27].[ClH:27].[ClH:27].[CH3:1][CH:2]1[N:8]([CH3:9])[CH2:7][C:6]2[CH:10]=[CH:11][C:12]([N:14]3[CH2:19][CH2:18][NH:17][CH2:16][CH2:15]3)=[N:13][C:5]=2[O:4][CH2:3]1. The yield is 0.710.